From a dataset of Catalyst prediction with 721,799 reactions and 888 catalyst types from USPTO. Predict which catalyst facilitates the given reaction. (1) Product: [CH:1]([N:4]1[C:8]([C:9]2[S:10][C:11]3[CH2:12][CH2:13][O:14][C:15]4[CH:22]=[CH:21][C:20]([C:23]5[C:24](=[O:29])[N:25]([CH2:31][CH2:32][O:33][CH3:34])[CH:26]=[CH:27][CH:28]=5)=[CH:19][C:16]=4[C:17]=3[N:18]=2)=[N:7][CH:6]=[N:5]1)([CH3:3])[CH3:2]. The catalyst class is: 3. Reactant: [CH:1]([N:4]1[C:8]([C:9]2[S:10][C:11]3[CH2:12][CH2:13][O:14][C:15]4[CH:22]=[CH:21][C:20]([C:23]5[C:24](=[O:29])[NH:25][CH:26]=[CH:27][CH:28]=5)=[CH:19][C:16]=4[C:17]=3[N:18]=2)=[N:7][CH:6]=[N:5]1)([CH3:3])[CH3:2].Br[CH2:31][CH2:32][O:33][CH3:34].[F-].[Cs+]. (2) Reactant: [CH2:1]([C:8]1[CH:9]=[C:10]([C:14]([C:16]2[C:25]([O:26]COCCOC)=[C:24]3[C:19]([CH:20]=[CH:21][CH:22]=[N:23]3)=[C:18]([CH3:33])[CH:17]=2)=[O:15])[CH:11]=[CH:12][CH:13]=1)[C:2]1[CH:7]=[CH:6][CH:5]=[CH:4][CH:3]=1.FC(F)(F)C(O)=O. Product: [CH2:1]([C:8]1[CH:9]=[C:10]([C:14]([C:16]2[C:25]([OH:26])=[C:24]3[C:19]([CH:20]=[CH:21][CH:22]=[N:23]3)=[C:18]([CH3:33])[CH:17]=2)=[O:15])[CH:11]=[CH:12][CH:13]=1)[C:2]1[CH:3]=[CH:4][CH:5]=[CH:6][CH:7]=1. The catalyst class is: 5.